Dataset: Full USPTO retrosynthesis dataset with 1.9M reactions from patents (1976-2016). Task: Predict the reactants needed to synthesize the given product. (1) Given the product [CH:1]1[CH:2]=[CH:3][N:4]2[CH2:10][C:9]3[CH:11]=[CH:12][CH:13]=[CH:14][C:8]=3[N:7]([C:15]([C:17]3[CH:22]=[CH:21][C:20]([C:23]4[CH2:28][CH2:27][CH2:26][C@@H:25]([OH:29])[C:24]=4[CH3:30])=[C:19]([CH3:31])[CH:18]=3)=[O:16])[CH2:6][C:5]=12, predict the reactants needed to synthesize it. The reactants are: [CH:1]1[CH:2]=[CH:3][N:4]2[CH2:10][C:9]3[CH:11]=[CH:12][CH:13]=[CH:14][C:8]=3[N:7]([C:15]([C:17]3[CH:22]=[CH:21][C:20]([C:23]4[CH2:28][CH2:27][CH2:26][CH:25]([OH:29])[C:24]=4[CH3:30])=[C:19]([CH3:31])[CH:18]=3)=[O:16])[CH2:6][C:5]=12.C(O)C. (2) The reactants are: [OH:1][C:2]1[CH:17]=[CH:16][C:5]([CH2:6][CH2:7][NH:8][C:9](=[O:15])[O:10][C:11]([CH3:14])([CH3:13])[CH3:12])=[CH:4][CH:3]=1.CS(O[CH2:23][C:24]([F:27])([F:26])[CH3:25])(=O)=O.C(=O)([O-])[O-].[Cs+].[Cs+].O. Given the product [F:26][C:24]([F:27])([CH3:25])[CH2:23][O:1][C:2]1[CH:17]=[CH:16][C:5]([CH2:6][CH2:7][NH:8][C:9](=[O:15])[O:10][C:11]([CH3:14])([CH3:12])[CH3:13])=[CH:4][CH:3]=1, predict the reactants needed to synthesize it. (3) Given the product [CH2:17]([O:3][C:4]1[CH:5]=[C:6]([CH:11]=[CH:12][C:13]=1[N+:14]([O-:16])=[O:15])[C:7]([O:9][CH3:10])=[O:8])[CH3:18], predict the reactants needed to synthesize it. The reactants are: [H-].[Na+].[OH:3][C:4]1[CH:5]=[C:6]([CH:11]=[CH:12][C:13]=1[N+:14]([O-:16])=[O:15])[C:7]([O:9][CH3:10])=[O:8].[CH2:17](I)[CH3:18].[Cl-].[NH4+]. (4) Given the product [Br:41][CH2:42][CH2:43][N:22]([C:19]1[CH:20]=[CH:21][C:16]([O:15][CH2:14][C:13]2[N:9]([C:3]3[C:4]([Cl:8])=[CH:5][CH:6]=[CH:7][C:2]=3[Cl:1])[N:10]=[CH:11][C:12]=2[CH:25]([CH3:27])[CH3:26])=[CH:17][C:18]=1[CH3:24])[CH3:23], predict the reactants needed to synthesize it. The reactants are: [Cl:1][C:2]1[CH:7]=[CH:6][CH:5]=[C:4]([Cl:8])[C:3]=1[N:9]1[C:13]([CH2:14][O:15][C:16]2[CH:21]=[CH:20][C:19]([NH:22][CH3:23])=[C:18]([CH3:24])[CH:17]=2)=[C:12]([CH:25]([CH3:27])[CH3:26])[CH:11]=[N:10]1.C(N(CC)CC)C.CCOC(C)=O.[Br:41][CH2:42][CH2:43]Br. (5) Given the product [C:1]1([CH2:7][CH2:8][CH2:9][CH:10]([NH:20][C:21]([CH:23]2[CH2:28][CH2:27][N:26]([C:29](=[O:33])[CH2:30][CH:31]=[CH2:32])[CH2:25][CH2:24]2)=[O:22])[CH2:11][CH2:12][CH2:13][C:14]2[CH:19]=[CH:18][CH:17]=[CH:16][CH:15]=2)[CH:6]=[CH:5][CH:4]=[CH:3][CH:2]=1, predict the reactants needed to synthesize it. The reactants are: [C:1]1([CH2:7][CH2:8][CH2:9][CH:10]([NH:20][C:21]([CH:23]2[CH2:28][CH2:27][NH:26][CH2:25][CH2:24]2)=[O:22])[CH2:11][CH2:12][CH2:13][C:14]2[CH:19]=[CH:18][CH:17]=[CH:16][CH:15]=2)[CH:6]=[CH:5][CH:4]=[CH:3][CH:2]=1.[C:29](O)(=[O:33])[CH2:30][CH:31]=[CH2:32].C(N(CC)C(C)C)(C)C.C1CN([P+](ON2N=NC3C=CC=CC2=3)(N2CCCC2)N2CCCC2)CC1.F[P-](F)(F)(F)(F)F. (6) Given the product [CH3:10][N:11]([CH:13]=[N:9][C:1](=[O:8])[C:2]1[CH:7]=[CH:6][N:5]=[CH:4][CH:3]=1)[CH3:12], predict the reactants needed to synthesize it. The reactants are: [C:1]([NH2:9])(=[O:8])[C:2]1[CH:7]=[CH:6][N:5]=[CH:4][CH:3]=1.[CH3:10][N:11]([CH:13](OC)OC)[CH3:12]. (7) Given the product [Br:1][C:2]1[CH:10]=[CH:9][C:5]([C:6](=[O:7])[CH2:33][Cl:32])=[C:4]([F:11])[CH:3]=1, predict the reactants needed to synthesize it. The reactants are: [Br:1][C:2]1[CH:10]=[CH:9][C:5]([C:6](Cl)=[O:7])=[C:4]([F:11])[CH:3]=1.C[Si](C=[N+]=[N-])(C)C.Cl.BrCC(C1C=CC(Br)=C(F)C=1)=O.[Cl:32][CH2:33]C(C1C=CC(Br)=C(F)C=1)=O.